This data is from NCI-60 drug combinations with 297,098 pairs across 59 cell lines. The task is: Regression. Given two drug SMILES strings and cell line genomic features, predict the synergy score measuring deviation from expected non-interaction effect. Drug 1: CNC(=O)C1=NC=CC(=C1)OC2=CC=C(C=C2)NC(=O)NC3=CC(=C(C=C3)Cl)C(F)(F)F. Drug 2: C1CNP(=O)(OC1)N(CCCl)CCCl. Cell line: A549. Synergy scores: CSS=-1.24, Synergy_ZIP=0.891, Synergy_Bliss=1.92, Synergy_Loewe=-0.0341, Synergy_HSA=-0.240.